Dataset: Forward reaction prediction with 1.9M reactions from USPTO patents (1976-2016). Task: Predict the product of the given reaction. The product is: [Cl:29][C:17]1[CH:16]=[C:15]([NH:14][C:12]2[N:11]=[CH:10][N:9]=[C:8]3[NH:7][N:6]=[C:5]([O:4][CH2:3][CH2:2][N:35]4[CH2:36][CH2:37][CH:32]([O:31][CH3:30])[CH2:33][CH2:34]4)[C:13]=23)[CH:20]=[CH:19][C:18]=1[O:21][CH2:22][C:23]1[CH:28]=[CH:27][CH:26]=[CH:25][N:24]=1. Given the reactants Cl[CH2:2][CH2:3][O:4][C:5]1[C:13]2[C:8](=[N:9][CH:10]=[N:11][C:12]=2[NH:14][C:15]2[CH:20]=[CH:19][C:18]([O:21][CH2:22][C:23]3[CH:28]=[CH:27][CH:26]=[CH:25][N:24]=3)=[C:17]([Cl:29])[CH:16]=2)[NH:7][N:6]=1.[CH3:30][O:31][CH:32]1[CH2:37][CH2:36][NH:35][CH2:34][CH2:33]1, predict the reaction product.